This data is from Forward reaction prediction with 1.9M reactions from USPTO patents (1976-2016). The task is: Predict the product of the given reaction. Given the reactants [Si]([O:8]/[N:9]=[C:10]1\[CH2:11][CH2:12][C:13]2[C:18]\1=[CH:17][CH:16]=[C:15]([NH:19][C:20]1[C:28]3[C:23](=[CH:24][N:25]=[CH:26][CH:27]=3)[S:22][C:21]=1[C:29]([O:31]CC)=[O:30])[CH:14]=2)(C(C)(C)C)(C)C.O[Li].O, predict the reaction product. The product is: [OH:8]/[N:9]=[C:10]1\[CH2:11][CH2:12][C:13]2[C:18]\1=[CH:17][CH:16]=[C:15]([NH:19][C:20]1[C:28]3[C:23](=[CH:24][N:25]=[CH:26][CH:27]=3)[S:22][C:21]=1[C:29]([OH:31])=[O:30])[CH:14]=2.